Dataset: Forward reaction prediction with 1.9M reactions from USPTO patents (1976-2016). Task: Predict the product of the given reaction. (1) Given the reactants [Br:1][C:2]1[CH:3]=[C:4]2[C:8](=[CH:9][CH:10]=1)[C:7](=[O:11])O[C:5]2=[O:12].[N:13]1[CH:18]=[CH:17][C:16]([CH3:19])=[CH:15][CH:14]=1, predict the reaction product. The product is: [Br:1][C:2]1[CH:3]=[C:4]2[C:8](=[CH:9][CH:10]=1)[C:7](=[O:11])[C:19](=[C:16]1[CH:17]=[CH:18][NH:13][CH:14]=[CH:15]1)[C:5]2=[O:12]. (2) Given the reactants [O:1]([C:8]1[CH:13]=[CH:12][CH:11]=[CH:10][C:9]=1[NH:14][S:15]([C:18]1[CH:30]=[CH:29][C:21]([C:22]([NH:24][CH2:25][C:26](O)=[O:27])=[O:23])=[CH:20][CH:19]=1)(=[O:17])=[O:16])[C:2]1[CH:7]=[CH:6][CH:5]=[CH:4][CH:3]=1.[N:31]1([CH2:36][CH2:37][NH2:38])[CH2:35][CH2:34][CH2:33][CH2:32]1, predict the reaction product. The product is: [O:1]([C:8]1[CH:13]=[CH:12][CH:11]=[CH:10][C:9]=1[NH:14][S:15]([C:18]1[CH:30]=[CH:29][C:21]([C:22]([NH:24][CH2:25][C:26](=[O:27])[NH:38][CH2:37][CH2:36][N:31]2[CH2:35][CH2:34][CH2:33][CH2:32]2)=[O:23])=[CH:20][CH:19]=1)(=[O:16])=[O:17])[C:2]1[CH:3]=[CH:4][CH:5]=[CH:6][CH:7]=1.